Dataset: Reaction yield outcomes from USPTO patents with 853,638 reactions. Task: Predict the reaction yield, written as a fraction of the theoretical maximum amount of product (1.0 means a 100% yield; for example, 0.34 means a 34% yield). (1) The reactants are C[O:2][C:3]1[CH:20]=[CH:19][C:6]([O:7][C:8]2[CH:18]=[CH:17][C:11]3[NH:12][C:13](=[O:16])[CH2:14][O:15][C:10]=3[CH:9]=2)=[CH:5][CH:4]=1.B(Br)(Br)Br. The catalyst is C(Cl)Cl. The product is [OH:2][C:3]1[CH:20]=[CH:19][C:6]([O:7][C:8]2[CH:18]=[CH:17][C:11]3[NH:12][C:13](=[O:16])[CH2:14][O:15][C:10]=3[CH:9]=2)=[CH:5][CH:4]=1. The yield is 0.750. (2) The reactants are [CH3:1][O:2][C:3]1([OH:20])[CH:8]=[C:7]([O:9]C)[N:6]=[C:5]([C:11]2[S:12][CH:13]=[C:14]([C:16]([F:19])([F:18])[F:17])[N:15]=2)[NH:4]1.B(Cl)(Cl)Cl.O.C(Cl)Cl. The catalyst is ClCCCl. The product is [OH:9][C:7]1[N:6]=[C:5]([C:11]2[S:12][CH:13]=[C:14]([C:16]([F:19])([F:18])[F:17])[N:15]=2)[NH:4][C:3]([O:2][CH3:1])([OH:20])[CH:8]=1. The yield is 0.380. (3) The reactants are [Cl:1][C:2]1[CH:3]=[CH:4][C:5]([N+:11]([O-:13])=[O:12])=[C:6]([C:8](=[O:10])[CH3:9])[CH:7]=1.CO[CH:16](OC)[N:17]([CH3:19])[CH3:18]. The catalyst is CN(C=O)C. The product is [Cl:1][C:2]1[CH:3]=[CH:4][C:5]([N+:11]([O-:13])=[O:12])=[C:6]([C:8](=[O:10])[CH:9]=[CH:16][N:17]([CH3:19])[CH3:18])[CH:7]=1. The yield is 0.620. (4) The reactants are [CH3:1][O:2][C:3]([C:5]1[C:10]([NH:11][C:12]2[CH:17]=[CH:16][C:15]([Si:18]([CH3:21])([CH3:20])[CH3:19])=[CH:14][C:13]=2[F:22])=[N:9][C:8]([CH2:23][NH2:24])=[CH:7][N:6]=1)=[O:4].[C:25](OC(=O)C)(=[O:27])C. The catalyst is C(O)=O. The product is [CH3:1][O:2][C:3]([C:5]1[C:10]([NH:11][C:12]2[CH:17]=[CH:16][C:15]([Si:18]([CH3:19])([CH3:20])[CH3:21])=[CH:14][C:13]=2[F:22])=[N:9][C:8]([CH2:23][NH:24][CH:25]=[O:27])=[CH:7][N:6]=1)=[O:4]. The yield is 0.983. (5) The reactants are CCN(C(C)C)C(C)C.OC(C(F)(F)F)=O.[NH2:17][CH2:18][C:19]([N:21]1[CH2:26][CH2:25][N:24]([C:27](=[O:38])[C:28]2[CH:33]=[CH:32][CH:31]=[CH:30][C:29]=2[C:34]([F:37])([F:36])[F:35])[CH2:23][CH2:22]1)=[O:20].C1C=CC2N(O)N=NC=2C=1.CCN=C=NCCCN(C)C.Cl.[O:61]([C:68]1[CH:76]=[CH:75][C:71]([C:72](O)=[O:73])=[CH:70][CH:69]=1)[C:62]1[CH:67]=[CH:66][CH:65]=[CH:64][CH:63]=1. The product is [O:20]=[C:19]([N:21]1[CH2:22][CH2:23][N:24]([C:27](=[O:38])[C:28]2[CH:33]=[CH:32][CH:31]=[CH:30][C:29]=2[C:34]([F:37])([F:35])[F:36])[CH2:25][CH2:26]1)[CH2:18][NH:17][C:72](=[O:73])[C:71]1[CH:70]=[CH:69][C:68]([O:61][C:62]2[CH:67]=[CH:66][CH:65]=[CH:64][CH:63]=2)=[CH:76][CH:75]=1. The catalyst is CN(C=O)C.O. The yield is 0.583. (6) The reactants are [N+:1]([C:4]1[C:5](O)=[C:6]2[CH2:12][CH2:11][CH2:10][C:7]2=[N:8][CH:9]=1)([O-:3])=[O:2].O=P(Cl)(Cl)[Cl:16]. No catalyst specified. The product is [Cl:16][C:5]1[C:4]([N+:1]([O-:3])=[O:2])=[CH:9][N:8]=[C:7]2[CH2:10][CH2:11][CH2:12][C:6]=12. The yield is 0.520. (7) The catalyst is CO.[Pd].CCOCC. The reactants are [F:1][C:2]1[CH:32]=[CH:31][C:5](/[CH:6]=[CH:7]/[C:8]2[CH:13]=[CH:12][N:11]([C:14]3[CH:15]=[C:16]4[C:20](=[CH:21][CH:22]=3)[N:19]([CH2:23][CH2:24][N:25]3[CH2:29][CH2:28][CH2:27][CH2:26]3)[N:18]=[CH:17]4)[C:10](=[O:30])[CH:9]=2)=[CH:4][CH:3]=1.C([O-])=O.[NH4+].[ClH:37]. The product is [ClH:37].[F:1][C:2]1[CH:32]=[CH:31][C:5]([CH2:6][CH2:7][C:8]2[CH:13]=[CH:12][N:11]([C:14]3[CH:15]=[C:16]4[C:20](=[CH:21][CH:22]=3)[N:19]([CH2:23][CH2:24][N:25]3[CH2:29][CH2:28][CH2:27][CH2:26]3)[N:18]=[CH:17]4)[C:10](=[O:30])[CH:9]=2)=[CH:4][CH:3]=1. The yield is 0.0910.